Dataset: Forward reaction prediction with 1.9M reactions from USPTO patents (1976-2016). Task: Predict the product of the given reaction. (1) Given the reactants O[CH:2]1[O:6][C:5](=O)[CH:4]=[C:3]1[C:8]1[CH:13]=[CH:12][C:11]([O:14][CH3:15])=[CH:10][CH:9]=1.O.[NH2:17][NH2:18], predict the reaction product. The product is: [CH3:15][O:14][C:11]1[CH:12]=[CH:13][C:8]([C:3]2[CH:2]=[N:18][NH:17][C:5](=[O:6])[CH:4]=2)=[CH:9][CH:10]=1. (2) Given the reactants [CH3:1][C:2]1([CH3:18])[CH2:6][O:5][C:4](=[O:7])[N:3]1[CH2:8][C:9]1[CH:14]=[CH:13][CH:12]=[CH:11][C:10]=1[N+:15]([O-])=O.[Cl-].[NH4+], predict the reaction product. The product is: [CH3:1][C:2]1([CH3:18])[CH2:6][O:5][C:4](=[O:7])[N:3]1[CH2:8][C:9]1[CH:14]=[CH:13][CH:12]=[CH:11][C:10]=1[NH2:15]. (3) The product is: [CH3:22][O:23][C:24]1[CH:31]=[CH:30][C:27]([CH2:28][N:1]2[C:5]([C:6]([OH:8])=[O:7])=[CH:4][C:3]([C:11]([OH:13])=[O:12])=[N:2]2)=[CH:26][CH:25]=1. Given the reactants [NH:1]1[C:5]([C:6]([O:8]CC)=[O:7])=[CH:4][C:3]([C:11]([O:13]CC)=[O:12])=[N:2]1.C([O-])([O-])=O.[K+].[K+].[CH3:22][O:23][C:24]1[CH:31]=[CH:30][C:27]([CH2:28]Cl)=[CH:26][CH:25]=1.[OH-].[Na+].Cl, predict the reaction product. (4) Given the reactants [CH3:1][C:2](=[CH:4][CH2:5][CH2:6][C:7](=[CH:9][CH:10]=[O:11])[CH3:8])[CH3:3].C1(C)C=CC=CC=1.[CH3:19][C:20](=[CH:22][CH2:23][CH2:24][CH:25]([CH2:27][CH:28]=[O:29])[CH3:26])[CH3:21].C1N=C(N)C2N=CN([C@@H]3O[C@H](COP(OP(OC[C@H]4O[C@@H](N5C=C(C(N)=O)CC=C5)[C@H](O)[C@@H]4O)(O)=O)(O)=O)[C@@H](O)[C@H]3OP(O)(O)=O)C=2N=1, predict the reaction product. The product is: [CH3:3][C:2](=[CH:4][CH2:5][CH2:6]/[C:7](=[CH:9]/[CH2:10][OH:11])/[CH3:8])[CH3:1].[CH3:19][C:20](=[CH:22][CH2:23][CH2:24][CH:25]([CH2:27][CH2:28][OH:29])[CH3:26])[CH3:21]. (5) Given the reactants Cl[CH2:2][C:3]1[CH:8]=[CH:7][C:6]([CH2:9]Cl)=[CH:5][CH:4]=1.[CH2:11]([O:16][C:17]([S-:19])=[S:18])[CH2:12][CH2:13][CH2:14][CH3:15].[K+], predict the reaction product. The product is: [CH2:11]([O:16][C:17]([S:19][CH2:2][C:3]1[CH:8]=[CH:7][C:6]([CH2:9][S:19][C:17]([O:16][CH2:11][CH2:12][CH2:13][CH2:14][CH3:15])=[S:18])=[CH:5][CH:4]=1)=[S:18])[CH2:12][CH2:13][CH2:14][CH3:15]. (6) Given the reactants CN(C)C=O.C(Cl)(=O)C(Cl)=O.[CH3:12][C:13]1[CH:18]=[CH:17][N:16]=[C:15]([N:19]2[C:24](=[O:25])[CH:23]=[CH:22][C:21]([C:26]([NH2:28])=O)=[CH:20]2)[CH:14]=1.C(N(CC)CC)C, predict the reaction product. The product is: [CH3:12][C:13]1[CH:18]=[CH:17][N:16]=[C:15]([N:19]2[C:24](=[O:25])[CH:23]=[CH:22][C:21]([C:26]#[N:28])=[CH:20]2)[CH:14]=1. (7) Given the reactants [CH3:1][O:2][C:3](=[O:15])[C:4]1[C:5](=[C:10](I)[CH:11]=[CH:12][CH:13]=1)[C:6]([O:8][CH3:9])=[O:7].[CH3:16][O:17][C:18]1[CH:23]=[C:22]([O:24][CH2:25][CH2:26][N:27]2[CH2:32][CH2:31][CH2:30][CH2:29][CH2:28]2)[CH:21]=[CH:20][C:19]=1[NH2:33].C1C=CC(P(C2C(C3C(P(C4C=CC=CC=4)C4C=CC=CC=4)=CC=C4C=3C=CC=C4)=C3C(C=CC=C3)=CC=2)C2C=CC=CC=2)=CC=1.C(=O)([O-])[O-].[Cs+].[Cs+], predict the reaction product. The product is: [CH3:1][O:2][C:3](=[O:15])[C:4]1[C:5](=[C:10]([NH:33][C:19]2[CH:20]=[CH:21][C:22]([O:24][CH2:25][CH2:26][N:27]3[CH2:32][CH2:31][CH2:30][CH2:29][CH2:28]3)=[CH:23][C:18]=2[O:17][CH3:16])[CH:11]=[CH:12][CH:13]=1)[C:6]([O:8][CH3:9])=[O:7].